Dataset: Reaction yield outcomes from USPTO patents with 853,638 reactions. Task: Predict the reaction yield, written as a fraction of the theoretical maximum amount of product (1.0 means a 100% yield; for example, 0.34 means a 34% yield). (1) The reactants are [CH3:1][C:2]([C:5]1[CH:6]=[C:7]([CH:20]=[C:21]([C:24]([CH3:27])([CH3:26])[CH3:25])[C:22]=1[OH:23])[C:8]([NH:10][C:11]1[CH:16]=[CH:15][C:14]([N+:17]([O-])=O)=[CH:13][CH:12]=1)=[O:9])([CH3:4])[CH3:3].[H][H]. The catalyst is C(O)C.ClCCl.[Pd]. The product is [CH3:4][C:2]([C:5]1[CH:6]=[C:7]([CH:20]=[C:21]([C:24]([CH3:27])([CH3:26])[CH3:25])[C:22]=1[OH:23])[C:8]([NH:10][C:11]1[CH:16]=[CH:15][C:14]([NH2:17])=[CH:13][CH:12]=1)=[O:9])([CH3:1])[CH3:3]. The yield is 0.490. (2) The reactants are Br[C:2]1[C:3]([C:14]2[S:15][CH:16]=[C:17]([C:19]([F:22])([F:21])[F:20])[N:18]=2)=[CH:4][C:5]([NH:8][C:9]([NH:11][CH2:12][CH3:13])=[O:10])=[N:6][CH:7]=1.[CH3:23][C:24]1([CH3:40])[C:28]([CH3:30])([CH3:29])[O:27][B:26]([B:26]2[O:27][C:28]([CH3:30])([CH3:29])[C:24]([CH3:40])([CH3:23])[O:25]2)[O:25]1.C([O-])(=O)C.[K+].C(NC(NC1N=CC(B(O)O)=C(C2SC=C(C(F)(F)F)N=2)C=1)=O)C.C(NC(NC1C=C(C2SC=C(C(F)(F)F)N=2)C=CN=1)=O)C. The catalyst is C1C=CC(P(C2C=CC=CC=2)[C-]2C=CC=C2)=CC=1.C1C=CC(P(C2C=CC=CC=2)[C-]2C=CC=C2)=CC=1.Cl[Pd]Cl.[Fe+2]. The product is [CH2:12]([NH:11][C:9]([NH:8][C:5]1[CH:4]=[C:3]([C:14]2[S:15][CH:16]=[C:17]([C:19]([F:22])([F:21])[F:20])[N:18]=2)[C:2]([B:26]2[O:27][C:28]([CH3:30])([CH3:29])[C:24]([CH3:40])([CH3:23])[O:25]2)=[CH:7][N:6]=1)=[O:10])[CH3:13]. The yield is 0.350.